This data is from Reaction yield outcomes from USPTO patents with 853,638 reactions. The task is: Predict the reaction yield, written as a fraction of the theoretical maximum amount of product (1.0 means a 100% yield; for example, 0.34 means a 34% yield). (1) The reactants are [NH:1]1[CH:5]=[C:4]([CH:6]([OH:8])[CH3:7])[N:3]=[N:2]1.N1C=CN=C1.[CH3:14][C:15]([Si:18](Cl)([C:25]1[CH:30]=[CH:29][CH:28]=[CH:27][CH:26]=1)[C:19]1[CH:24]=[CH:23][CH:22]=[CH:21][CH:20]=1)([CH3:17])[CH3:16]. The catalyst is C(Cl)Cl. The product is [Si:18]([O:8][CH:6]([C:4]1[N:3]=[N:2][NH:1][CH:5]=1)[CH3:7])([C:15]([CH3:17])([CH3:16])[CH3:14])([C:25]1[CH:26]=[CH:27][CH:28]=[CH:29][CH:30]=1)[C:19]1[CH:24]=[CH:23][CH:22]=[CH:21][CH:20]=1. The yield is 0.460. (2) The reactants are [OH-].[K+].[Br:3][C:4]1[CH:9]=[C:8]([F:10])[CH:7]=[CH:6][C:5]=1[CH2:11][C:12]#[N:13].Br[CH2:15][CH2:16][CH2:17]Br. The catalyst is C1(C)C=CC=CC=1.O. The product is [Br:3][C:4]1[CH:9]=[C:8]([F:10])[CH:7]=[CH:6][C:5]=1[C:11]1([C:12]#[N:13])[CH2:17][CH2:16][CH2:15]1. The yield is 0.310. (3) The reactants are [CH2:1]([O:3][C:4](=[O:22])[C:5]1[CH:10]=[C:9]([CH:11]=[CH:12]N(C)C)[C:8]([N+:16]([O-])=O)=[CH:7][C:6]=1[N+:19]([O-])=O)[CH3:2]. The catalyst is CCO.[Ni]. The product is [CH2:1]([O:3][C:4]([C:5]1[CH:10]=[C:9]2[C:8](=[CH:7][C:6]=1[NH2:19])[NH:16][CH:12]=[CH:11]2)=[O:22])[CH3:2]. The yield is 0.300. (4) The reactants are C([O:5][C:6](=O)[CH2:7][CH2:8][C:9]1[CH2:14][CH2:13][C:12]([CH3:16])([CH3:15])[CH2:11][CH:10]=1)CCC.C1(C)C=CC=CC=1.C[SiH](O)C.C[Si](C)(C)C.C[Si](O)(C)C.[OH-].[K+]. The catalyst is [Zn+2].C(C(CC)C([O-])=O)C.C(C(CC)C([O-])=O)C.CO. The product is [CH3:15][C:12]1([CH3:16])[CH2:13][CH2:14][C:9]([CH2:8][CH2:7][CH2:6][OH:5])=[CH:10][CH2:11]1. The yield is 0.850. (5) The reactants are CO[CH:3]([O:21]C)[CH:4]([N:6]([CH3:20])[C:7]([NH:9][C:10]1[CH:15]=[C:14]([C:16]([F:19])([F:18])[F:17])[CH:13]=[CH:12][N:11]=1)=[O:8])[CH3:5].O. The catalyst is C(O)(=O)C. The product is [OH:21][CH:3]1[CH:4]([CH3:5])[N:6]([CH3:20])[C:7](=[O:8])[N:9]1[C:10]1[CH:15]=[C:14]([C:16]([F:17])([F:18])[F:19])[CH:13]=[CH:12][N:11]=1. The yield is 0.990. (6) The reactants are [Cl:1][C:2]1[CH:9]=[C:8]([NH:10][C@H:11]2[CH2:15][CH2:14][NH:13][CH2:12]2)[CH:7]=[CH:6][C:3]=1[C:4]#[N:5].[CH2:16]=O.[BH4-].[Na+]. The catalyst is CO. The product is [Cl:1][C:2]1[CH:9]=[C:8]([NH:10][C@H:11]2[CH2:15][CH2:14][N:13]([CH3:16])[CH2:12]2)[CH:7]=[CH:6][C:3]=1[C:4]#[N:5]. The yield is 0.750. (7) The reactants are [OH:1][C:2]1[CH:16]=[CH:15][C:5]([C:6]([C:8]2[CH:13]=[CH:12][C:11]([OH:14])=[CH:10][CH:9]=2)=O)=[CH:4][CH:3]=1. The catalyst is C1COCC1.Cl[Ti](Cl)(Cl)Cl.[Zn]. The product is [OH:1][C:2]1[CH:16]=[CH:15][C:5]([C:6]([C:8]2[CH:13]=[CH:12][C:11]([OH:14])=[CH:10][CH:9]=2)=[C:6]([C:5]2[CH:15]=[CH:16][C:2]([OH:1])=[CH:3][CH:4]=2)[C:8]2[CH:9]=[CH:10][C:11]([OH:14])=[CH:12][CH:13]=2)=[CH:4][CH:3]=1. The yield is 0.830. (8) The reactants are [Cl:1][C:2]1[CH:24]=[C:23]([F:25])[CH:22]=[CH:21][C:3]=1[CH2:4][N:5]1[C:9]([CH2:10][CH2:11][C:12](OCC)=[O:13])=[CH:8][C:7]([O:17][CH:18]([CH3:20])[CH3:19])=[N:6]1.[H-].C([Al+]CC(C)C)C(C)C.CO.[C@H](O)(C([O-])=O)[C@@H](O)C([O-])=O.[Na+].[K+]. The catalyst is O1CCCC1.C1(C)C=CC=CC=1. The product is [Cl:1][C:2]1[CH:24]=[C:23]([F:25])[CH:22]=[CH:21][C:3]=1[CH2:4][N:5]1[C:9]([CH2:10][CH2:11][CH2:12][OH:13])=[CH:8][C:7]([O:17][CH:18]([CH3:20])[CH3:19])=[N:6]1. The yield is 0.710.